The task is: Predict the reaction yield, written as a fraction of the theoretical maximum amount of product (1.0 means a 100% yield; for example, 0.34 means a 34% yield).. This data is from Reaction yield outcomes from USPTO patents with 853,638 reactions. The reactants are [CH3:1][O:2][C:3](=[O:26])[C@H:4]([CH:23]([CH3:25])[CH3:24])[NH:5][C:6]([C:8]1[CH:13]=[CH:12][C:11]([C:14]2[CH:19]=[CH:18][C:17]([N+:20]([O-])=O)=[CH:16][CH:15]=2)=[CH:10][CH:9]=1)=[O:7].Cl. The catalyst is C(O)C.[Fe]. The product is [NH2:20][C:17]1[CH:16]=[CH:15][C:14]([C:11]2[CH:12]=[CH:13][C:8]([C:6]([NH:5][C@H:4]([C:3]([O:2][CH3:1])=[O:26])[CH:23]([CH3:25])[CH3:24])=[O:7])=[CH:9][CH:10]=2)=[CH:19][CH:18]=1. The yield is 0.900.